Dataset: Catalyst prediction with 721,799 reactions and 888 catalyst types from USPTO. Task: Predict which catalyst facilitates the given reaction. Reactant: [CH2:1]([SH:8])[C:2]1[CH:7]=[CH:6][CH:5]=[CH:4][CH:3]=1.[H-].[Na+].CS(O[C:16]1[CH:21]=[CH:20][CH:19]=[C:18]([C:22]2[S:23][C:24]3[CH:32]=[CH:31][CH:30]=[CH:29][C:25]=3[C:26](=[O:28])[N:27]=2)[N:17]=1)(=O)=O.[C:33](OCC)(=O)C. Product: [CH2:1]([S:8][CH2:33][C:16]1[N:17]=[C:18]([C:22]2[S:23][C:24]3[CH:32]=[CH:31][CH:30]=[CH:29][C:25]=3[C:26](=[O:28])[N:27]=2)[CH:19]=[CH:20][CH:21]=1)[C:2]1[CH:7]=[CH:6][CH:5]=[CH:4][CH:3]=1. The catalyst class is: 18.